Regression. Given a peptide amino acid sequence and an MHC pseudo amino acid sequence, predict their binding affinity value. This is MHC class I binding data. From a dataset of Peptide-MHC class I binding affinity with 185,985 pairs from IEDB/IMGT. The peptide sequence is VLPPLSADL. The MHC is HLA-A11:01 with pseudo-sequence HLA-A11:01. The binding affinity (normalized) is 0.0847.